From a dataset of Full USPTO retrosynthesis dataset with 1.9M reactions from patents (1976-2016). Predict the reactants needed to synthesize the given product. Given the product [ClH:38].[CH3:36][N:34]1[CH:35]=[C:31]([C:24]2[N:23]=[C:22]([C:20]3[CH:19]=[N:18][N:17]([C:4]4([CH2:3][C:1]#[N:2])[CH2:5][CH2:6][NH:7][CH2:8][CH2:9]4)[CH:21]=3)[N:27]3[CH:28]=[CH:29][N:30]=[C:26]3[CH:25]=2)[CH:32]=[N:33]1, predict the reactants needed to synthesize it. The reactants are: [C:1]([CH2:3][C:4]1([N:17]2[CH:21]=[C:20]([C:22]3[N:27]4[CH:28]=[CH:29][N:30]=[C:26]4[CH:25]=[C:24]([C:31]4[CH:32]=[N:33][N:34]([CH3:36])[CH:35]=4)[N:23]=3)[CH:19]=[N:18]2)[CH2:9][CH2:8][N:7](C(OC(C)(C)C)=O)[CH2:6][CH2:5]1)#[N:2].C(Cl)[Cl:38].Cl.O1CCOCC1.